Predict the reactants needed to synthesize the given product. From a dataset of Full USPTO retrosynthesis dataset with 1.9M reactions from patents (1976-2016). (1) Given the product [C:11]([C:10]([C:7]1[CH:8]=[CH:9][N:4]2[C:3]([C:16]3[N:21]=[C:20]([C:22]4[CH:29]=[CH:28][CH:27]=[CH:26][C:23]=4[C:24]#[N:25])[CH:19]=[CH:18][CH:17]=3)=[CH:2][N:1]=[C:5]2[N:6]=1)([CH3:14])[CH3:13])#[N:12], predict the reactants needed to synthesize it. The reactants are: [N:1]1[CH:2]=[CH:3][N:4]2[CH:9]=[CH:8][C:7]([C:10]([CH3:14])([CH3:13])[C:11]#[N:12])=[N:6][C:5]=12.Br[C:16]1[N:21]=[C:20]([C:22]2[CH:29]=[CH:28][CH:27]=[CH:26][C:23]=2[C:24]#[N:25])[CH:19]=[CH:18][CH:17]=1.C(=O)([O-])[O-].[Cs+].[Cs+]. (2) Given the product [F:11][C:6]1[CH:5]=[C:4]([N+:12]([O-:14])=[O:13])[C:3]([O:2][CH3:1])=[CH:8][C:7]=1[CH2:9][CH2:10][N:15]1[CH2:20][CH2:19][CH2:18][CH2:17][CH2:16]1, predict the reactants needed to synthesize it. The reactants are: [CH3:1][O:2][C:3]1[CH:8]=[C:7]([CH:9]=[CH2:10])[C:6]([F:11])=[CH:5][C:4]=1[N+:12]([O-:14])=[O:13].[NH:15]1[CH2:20][CH2:19][CH2:18][CH2:17][CH2:16]1. (3) Given the product [CH3:1][O:2][C:3](=[O:29])[C@@H:4]([NH:21][C:22]([O:24][C:25]([CH3:26])([CH3:27])[CH3:28])=[O:23])[CH2:5][C:6]1[CH:7]=[CH:8][C:9]([C:31]2[CH:36]=[CH:35][N:34]=[C:33]([CH3:37])[C:32]=2[CH3:38])=[CH:10][CH:11]=1, predict the reactants needed to synthesize it. The reactants are: [CH3:1][O:2][C:3](=[O:29])[C@@H:4]([NH:21][C:22]([O:24][C:25]([CH3:28])([CH3:27])[CH3:26])=[O:23])[CH2:5][C:6]1[CH:11]=[CH:10][C:9](B2OC(C)(C)C(C)(C)O2)=[CH:8][CH:7]=1.Br[C:31]1[CH:36]=[CH:35][N:34]=[C:33]([CH3:37])[C:32]=1[CH3:38].C([O-])([O-])=O.[Na+].[Na+]. (4) Given the product [CH2:1]([O:3][C:4](=[O:44])[CH2:5][CH2:6][CH2:7][O:8][C:9]1[CH:14]=[CH:13][CH:12]=[C:11]([CH2:15][CH2:16][CH2:17][CH2:18][CH2:19][CH2:20][O:21][C:22]2[CH:27]=[C:26]([C:50]3[CH:49]=[CH:48][CH:47]=[C:46]([F:45])[CH:51]=3)[CH:25]=[C:24]([O:29][CH2:30][C:31]3[CH:36]=[CH:35][CH:34]=[CH:33][CH:32]=3)[CH:23]=2)[C:10]=1[CH2:37][CH2:38][C:39]([O:41][CH2:42][CH3:43])=[O:40])[CH3:2], predict the reactants needed to synthesize it. The reactants are: [CH2:1]([O:3][C:4](=[O:44])[CH2:5][CH2:6][CH2:7][O:8][C:9]1[CH:14]=[CH:13][CH:12]=[C:11]([CH2:15][CH2:16][CH2:17][CH2:18][CH2:19][CH2:20][O:21][C:22]2[CH:27]=[C:26](Br)[CH:25]=[C:24]([O:29][CH2:30][C:31]3[CH:36]=[CH:35][CH:34]=[CH:33][CH:32]=3)[CH:23]=2)[C:10]=1[CH2:37][CH2:38][C:39]([O:41][CH2:42][CH3:43])=[O:40])[CH3:2].[F:45][C:46]1[CH:47]=[C:48](B(O)O)[CH:49]=[CH:50][CH:51]=1.C(=O)([O-])[O-].[Cs+].[Cs+]. (5) Given the product [CH3:26][S:27][CH2:6][CH2:7][C:8]1[CH:9]=[CH:10][CH:11]=[C:12]2[C:16]=1[NH:15][CH:14]=[C:13]2[C:17](=[O:25])[CH2:18][C:19]1[CH:24]=[CH:23][CH:22]=[CH:21][CH:20]=1, predict the reactants needed to synthesize it. The reactants are: CS(O[CH2:6][CH2:7][C:8]1[CH:9]=[CH:10][CH:11]=[C:12]2[C:16]=1[NH:15][CH:14]=[C:13]2[C:17](=[O:25])[CH2:18][C:19]1[CH:24]=[CH:23][CH:22]=[CH:21][CH:20]=1)(=O)=O.[CH3:26][S-:27].[Na+].